This data is from Forward reaction prediction with 1.9M reactions from USPTO patents (1976-2016). The task is: Predict the product of the given reaction. (1) Given the reactants [Cl:1][C:2]1[C:3]([C:8]([C:10]2[CH:15]=[CH:14][C:13]([O:16][C:17]([F:20])([F:19])[F:18])=[C:12]([F:21])[CH:11]=2)=O)=[N:4][CH:5]=[CH:6][N:7]=1.C1COCC1.[CH3:27][C:28]([S@:31]([NH2:33])=[O:32])([CH3:30])[CH3:29], predict the reaction product. The product is: [Cl:1][C:2]1[C:3](/[C:8](/[C:10]2[CH:15]=[CH:14][C:13]([O:16][C:17]([F:20])([F:19])[F:18])=[C:12]([F:21])[CH:11]=2)=[N:33]\[S@@:31]([C:28]([CH3:30])([CH3:29])[CH3:27])=[O:32])=[N:4][CH:5]=[CH:6][N:7]=1. (2) Given the reactants [C:1]([C:5]1[CH:10]=[CH:9][CH:8]=[CH:7][C:6]=1[CH:11]1[CH2:16][CH2:15][NH:14][CH2:13][CH2:12]1)([CH3:4])([CH3:3])[CH3:2].[C:17]([O:21][C:22]([N:24]1[CH2:28][C@H:27]([OH:29])[CH2:26][C@@H:25]1[C:30](O)=[O:31])=[O:23])([CH3:20])([CH3:19])[CH3:18].CCN=C=NCCCN(C)C.C1C=CC2N(O)N=NC=2C=1.CCN(CC)CC, predict the reaction product. The product is: [C:1]([C:5]1[CH:10]=[CH:9][CH:8]=[CH:7][C:6]=1[CH:11]1[CH2:12][CH2:13][N:14]([C:30]([C@H:25]2[CH2:26][C@@H:27]([OH:29])[CH2:28][N:24]2[C:22]([O:21][C:17]([CH3:20])([CH3:19])[CH3:18])=[O:23])=[O:31])[CH2:15][CH2:16]1)([CH3:4])([CH3:2])[CH3:3]. (3) Given the reactants [Cl:1][C:2]1[CH:17]=[CH:16][C:5]([CH2:6][N:7]2[CH2:12][C@H:11]([CH3:13])[CH:10]([NH2:14])[CH2:9][C@H:8]2[CH3:15])=[CH:4][CH:3]=1.[F:18][C:19]1[CH:24]=[CH:23][C:22]([CH2:25][C:26]([O:28][CH3:29])=[O:27])=[C:21]([O:30][CH2:31][C@@H:32]2[CH2:34][O:33]2)[CH:20]=1.[CH2:35](O)C, predict the reaction product. The product is: [Cl:1][C:2]1[CH:17]=[CH:16][C:5]([CH2:6][N:7]2[CH2:12][C@H:11]([CH3:13])[C@H:10]([NH:14][CH2:35][C@@:32]([OH:33])([CH3:34])[CH2:31][O:30][C:21]3[CH:20]=[C:19]([F:18])[CH:24]=[CH:23][C:22]=3[CH2:25][C:26]([O:28][CH3:29])=[O:27])[CH2:9][C@H:8]2[CH3:15])=[CH:4][CH:3]=1. (4) Given the reactants Cl[CH2:2][C:3]1[CH:7]=[C:6]([C:8]2[CH:13]=[CH:12][CH:11]=[CH:10][CH:9]=2)[O:5][N:4]=1.[OH:14][C:15]1[CH:41]=[CH:40][C:18]([C:19]([C:21]2[CH:37]=[CH:36][C:35]([O:38][CH3:39])=[CH:34][C:22]=2[O:23][C:24]([CH3:33])([CH3:32])[C:25]([O:27]C(C)(C)C)=[O:26])=[O:20])=[CH:17][CH:16]=1.C(=O)([O-])[O-].[K+].[K+].CN(C)C=O, predict the reaction product. The product is: [CH3:39][O:38][C:35]1[CH:36]=[CH:37][C:21]([C:19](=[O:20])[C:18]2[CH:17]=[CH:16][C:15]([O:14][CH2:2][C:3]3[CH:7]=[C:6]([C:8]4[CH:13]=[CH:12][CH:11]=[CH:10][CH:9]=4)[O:5][N:4]=3)=[CH:41][CH:40]=2)=[C:22]([CH:34]=1)[O:23][C:24]([CH3:33])([CH3:32])[C:25]([OH:27])=[O:26]. (5) Given the reactants Br.[OH:2][C:3]1[CH:4]=[N:5][C:6]2[CH:7]=[CH:8][N:9]([CH:14]([CH3:18])[C:15]([OH:17])=[O:16])[C:10](=[O:13])[C:11]=2[CH:12]=1.C(=O)([O-])[O-].[Cs+].[Cs+].FC(F)(F)S(O[CH2:31][C:32]([F:35])([F:34])[F:33])(=O)=O.CN(C)C=O.[ClH:43], predict the reaction product. The product is: [ClH:43].[O:13]=[C:10]1[N:9]([CH:14]([CH3:18])[C:15]([OH:17])=[O:16])[CH:8]=[CH:7][C:6]2[N:5]=[CH:4][C:3]([O:2][CH2:31][C:32]([F:35])([F:34])[F:33])=[CH:12][C:11]1=2.